The task is: Regression. Given two drug SMILES strings and cell line genomic features, predict the synergy score measuring deviation from expected non-interaction effect.. This data is from NCI-60 drug combinations with 297,098 pairs across 59 cell lines. (1) Drug 1: CS(=O)(=O)C1=CC(=C(C=C1)C(=O)NC2=CC(=C(C=C2)Cl)C3=CC=CC=N3)Cl. Drug 2: CS(=O)(=O)CCNCC1=CC=C(O1)C2=CC3=C(C=C2)N=CN=C3NC4=CC(=C(C=C4)OCC5=CC(=CC=C5)F)Cl. Cell line: SNB-75. Synergy scores: CSS=5.13, Synergy_ZIP=-2.69, Synergy_Bliss=-0.130, Synergy_Loewe=-13.4, Synergy_HSA=-2.43. (2) Drug 1: C1CCC(C1)C(CC#N)N2C=C(C=N2)C3=C4C=CNC4=NC=N3. Drug 2: CN1C(=O)N2C=NC(=C2N=N1)C(=O)N. Cell line: SF-268. Synergy scores: CSS=-3.11, Synergy_ZIP=1.50, Synergy_Bliss=0.158, Synergy_Loewe=-5.27, Synergy_HSA=-4.73.